Dataset: Forward reaction prediction with 1.9M reactions from USPTO patents (1976-2016). Task: Predict the product of the given reaction. (1) Given the reactants S(OC)(O[CH3:5])(=O)=O.[CH2:8]([O:10][C:11]([C:13]1[NH:14][CH:15]=[C:16]([CH3:19])[C:17]=1[OH:18])=[O:12])[CH3:9].[OH-].[Na+], predict the reaction product. The product is: [CH3:5][O:18][C:17]1[C:16]([CH3:19])=[CH:15][NH:14][C:13]=1[C:11]([O:10][CH2:8][CH3:9])=[O:12]. (2) Given the reactants [F:1][C:2]1[CH:3]=[C:4]([N:8]2[C@@:12]3([CH2:17][CH2:16][N:15]([CH2:18][C:19]4[CH:24]=[CH:23][CH:22]=[C:21]([O:25][CH:26]([CH3:28])[CH3:27])[CH:20]=4)[C@@H:14]([CH3:29])[CH2:13]3)[CH2:11][NH:10][S:9]2(=[O:31])=[O:30])[CH:5]=[CH:6][CH:7]=1.[H-].[Na+].[CH3:34]I, predict the reaction product. The product is: [F:1][C:2]1[CH:3]=[C:4]([N:8]2[C@@:12]3([CH2:17][CH2:16][N:15]([CH2:18][C:19]4[CH:24]=[CH:23][CH:22]=[C:21]([O:25][CH:26]([CH3:27])[CH3:28])[CH:20]=4)[C@@H:14]([CH3:29])[CH2:13]3)[CH2:11][N:10]([CH3:34])[S:9]2(=[O:31])=[O:30])[CH:5]=[CH:6][CH:7]=1. (3) Given the reactants [F:1][C:2]1[CH:7]=[C:6]([F:8])[CH:5]=[CH:4][C:3]=1I.[NH2:10][C:11]1[C:37]([Br:38])=[CH:36][C:14]2[C:15]([C:31]([O:33][CH2:34][CH3:35])=[O:32])=[C:16]([Sn](CCCC)(CCCC)CCCC)[O:17][C:13]=2[CH:12]=1, predict the reaction product. The product is: [NH2:10][C:11]1[C:37]([Br:38])=[CH:36][C:14]2[C:15]([C:31]([O:33][CH2:34][CH3:35])=[O:32])=[C:16]([C:3]3[CH:4]=[CH:5][C:6]([F:8])=[CH:7][C:2]=3[F:1])[O:17][C:13]=2[CH:12]=1.